Predict the reaction yield, written as a fraction of the theoretical maximum amount of product (1.0 means a 100% yield; for example, 0.34 means a 34% yield). From a dataset of Reaction yield outcomes from USPTO patents with 853,638 reactions. (1) The reactants are C[O:2][C:3]1[CH:26]=[C:25]([O:27]C)[CH:24]=[CH:23][C:4]=1[C:5]([N:7]1[C:16]2[C:11](=[CH:12][CH:13]=[C:14]([F:17])[CH:15]=2)[N:10]([CH2:18][CH3:19])[C:9](=[O:20])[C@H:8]1[CH2:21][CH3:22])=[O:6].C([C@H]1N(C(=O)C2C=CC(O)=CC=2)C2C(=CC(F)=CC=2)N(C)C1=O)C. No catalyst specified. The product is [OH:2][C:3]1[CH:26]=[C:25]([OH:27])[CH:24]=[CH:23][C:4]=1[C:5]([N:7]1[C:16]2[C:11](=[CH:12][CH:13]=[C:14]([F:17])[CH:15]=2)[N:10]([CH2:18][CH3:19])[C:9](=[O:20])[C@H:8]1[CH2:21][CH3:22])=[O:6]. The yield is 0.310. (2) The reactants are Cl[CH2:2][C:3]1[CH:28]=[CH:27][C:6]([C:7]([NH:9][C:10]2[S:11][C:12]3[C:18]([N:19]4[CH2:24][CH2:23][O:22][CH2:21][CH2:20]4)=[CH:17][CH:16]=[C:15]([O:25][CH3:26])[C:13]=3[N:14]=2)=[O:8])=[CH:5][CH:4]=1.C([N:36]1[CH2:41][CH2:40][NH:39][CH2:38][CH2:37]1)(OC(C)(C)C)=O.C(=O)([O-])N.C(=O)([O-])[O-].[Na+].[Na+]. The catalyst is FC(F)(F)C(O)=O. The product is [CH3:26][O:25][C:15]1[C:13]2[N:14]=[C:10]([NH:9][C:7](=[O:8])[C:6]3[CH:5]=[CH:4][C:3]([CH2:2][N:36]4[CH2:41][CH2:40][NH:39][CH2:38][CH2:37]4)=[CH:28][CH:27]=3)[S:11][C:12]=2[C:18]([N:19]2[CH2:24][CH2:23][O:22][CH2:21][CH2:20]2)=[CH:17][CH:16]=1. The yield is 0.720. (3) The reactants are C(OP([CH2:9][C:10]([O:12][CH2:13][CH3:14])=[O:11])(OCC)=O)C.[H-].[Na+].[Cl:17][C:18]1[CH:19]=[CH:20][C:21]([CH:39]=O)=[C:22]2[C:26]=1[N:25]=[C:24]1[N:27]([C:31]3[CH:36]=[CH:35][C:34]([Cl:37])=[CH:33][C:32]=3[Cl:38])[CH2:28][CH2:29][CH2:30][N:23]21.O. The catalyst is O1CCCC1. The product is [Cl:17][C:18]1[C:26]2[N:25]=[C:24]3[N:27]([C:31]4[CH:36]=[CH:35][C:34]([Cl:37])=[CH:33][C:32]=4[Cl:38])[CH2:28][CH2:29][CH2:30][N:23]3[C:22]=2[C:21](/[CH:39]=[CH:9]/[C:10]([O:12][CH2:13][CH3:14])=[O:11])=[CH:20][CH:19]=1. The yield is 0.830. (4) The reactants are [CH3:1][O:2][C:3]([C:5]1[CH:10]=[N:9][C:8]([OH:11])=[CH:7][N:6]=1)=[O:4].C(=O)([O-])[O-].[K+].[K+].Cl[C:19]([F:24])([F:23])C([O-])=O.[Na+]. The catalyst is CN(C=O)C. The product is [CH3:1][O:2][C:3]([C:5]1[CH:10]=[N:9][C:8]([O:11][CH:19]([F:24])[F:23])=[CH:7][N:6]=1)=[O:4]. The yield is 0.200. (5) The reactants are [F:1][C:2]([F:22])([C:8]1[CH:13]=[CH:12][CH:11]=[C:10]([O:14][CH2:15][CH2:16][O:17][CH2:18][CH2:19][O:20][CH3:21])[CH:9]=1)[C:3]([O:5]CC)=[O:4].CO.O1CCCC1.O.[OH-].[Li+]. The catalyst is O. The product is [F:1][C:2]([F:22])([C:8]1[CH:13]=[CH:12][CH:11]=[C:10]([O:14][CH2:15][CH2:16][O:17][CH2:18][CH2:19][O:20][CH3:21])[CH:9]=1)[C:3]([OH:5])=[O:4]. The yield is 0.840. (6) The reactants are [CH2:1]([NH2:9])[CH2:2][C:3]1[CH:8]=[CH:7][CH:6]=[CH:5][CH:4]=1.C(N(CC)CC)C.Cl.[F:18][C:19]([F:53])([F:52])[C:20]1[CH:25]=[C:24]([C:26]2[CH:31]=[CH:30][C:29]([C:32]([F:35])([F:34])[F:33])=[CH:28][CH:27]=2)[N:23]=[C:22]([C:36]2[CH:41]=[CH:40][N:39]=[C:38]([C:42]3[CH:43]=[C:44]([S:48](Cl)(=[O:50])=[O:49])[CH:45]=[CH:46][CH:47]=3)[CH:37]=2)[N:21]=1. The catalyst is C1COCC1. The product is [CH2:1]([NH:9][S:48]([C:44]1[CH:45]=[CH:46][CH:47]=[C:42]([C:38]2[CH:37]=[C:36]([C:22]3[N:21]=[C:20]([C:19]([F:18])([F:52])[F:53])[CH:25]=[C:24]([C:26]4[CH:31]=[CH:30][C:29]([C:32]([F:35])([F:33])[F:34])=[CH:28][CH:27]=4)[N:23]=3)[CH:41]=[CH:40][N:39]=2)[CH:43]=1)(=[O:49])=[O:50])[CH2:2][C:3]1[CH:8]=[CH:7][CH:6]=[CH:5][CH:4]=1. The yield is 0.970. (7) The reactants are [F:1][C:2](N1C=C(C(F)(F)F)C=N1)([F:7])[C:3]([F:6])([F:5])[F:4].[CH2:17]([SH:24])[C:18]1[CH:23]=[CH:22][CH:21]=[CH:20][CH:19]=1.[CH2:25]([N:27]([CH2:30]C)CC)C.[C:32](#[N:34])[CH3:33]. No catalyst specified. The product is [CH2:17]([S:24][C:25]1[N:27]([CH3:30])[N:34]=[C:32]([C:2]([F:1])([F:7])[C:3]([F:4])([F:5])[F:6])[C:33]=1[C:3]([F:6])([F:5])[F:4])[C:18]1[CH:23]=[CH:22][CH:21]=[CH:20][CH:19]=1. The yield is 0.780. (8) The reactants are [CH:1]1([N:5]2[CH2:10][CH2:9][N:8]([C:11]([C:13]3[CH:14]=[C:15]4[C:19](=[CH:20][CH:21]=3)[NH:18][C:17]([C:22]([N:24]3[CH2:29][CH2:28][S:27](=[O:31])(=[O:30])[CH2:26][CH2:25]3)=[O:23])=[CH:16]4)=[O:12])[CH2:7][CH2:6]2)[CH2:4][CH2:3][CH2:2]1.[F:32][C:33]1[CH:34]=[C:35](B(O)O)[CH:36]=[CH:37][CH:38]=1.N1C=CC=CC=1. The catalyst is ClCCl.C([O-])(=O)C.[Cu+2].C([O-])(=O)C. The product is [CH:1]1([N:5]2[CH2:6][CH2:7][N:8]([C:11]([C:13]3[CH:14]=[C:15]4[C:19](=[CH:20][CH:21]=3)[N:18]([C:37]3[CH:36]=[CH:35][CH:34]=[C:33]([F:32])[CH:38]=3)[C:17]([C:22]([N:24]3[CH2:29][CH2:28][S:27](=[O:30])(=[O:31])[CH2:26][CH2:25]3)=[O:23])=[CH:16]4)=[O:12])[CH2:9][CH2:10]2)[CH2:2][CH2:3][CH2:4]1. The yield is 0.350. (9) The reactants are [F:1][C:2]([F:17])([F:16])[C:3]1[CH:8]=[CH:7][C:6]([N:9]2[CH2:14][CH2:13][CH:12]([OH:15])[CH2:11][CH2:10]2)=[CH:5][CH:4]=1.[H-].[Na+].Cl[C:21]1[N:22]=[CH:23][C:24]([C:27]([O:29][CH3:30])=[O:28])=[N:25][CH:26]=1. The catalyst is CN(C)C=O. The product is [F:17][C:2]([F:1])([F:16])[C:3]1[CH:4]=[CH:5][C:6]([N:9]2[CH2:14][CH2:13][CH:12]([O:15][C:21]3[N:22]=[CH:23][C:24]([C:27]([O:29][CH3:30])=[O:28])=[N:25][CH:26]=3)[CH2:11][CH2:10]2)=[CH:7][CH:8]=1. The yield is 0.250.